Dataset: Peptide-MHC class I binding affinity with 185,985 pairs from IEDB/IMGT. Task: Regression. Given a peptide amino acid sequence and an MHC pseudo amino acid sequence, predict their binding affinity value. This is MHC class I binding data. (1) The peptide sequence is LVTLPVYSK. The MHC is HLA-A02:03 with pseudo-sequence HLA-A02:03. The binding affinity (normalized) is 0. (2) The peptide sequence is WLYDLWGQL. The MHC is HLA-B51:01 with pseudo-sequence HLA-B51:01. The binding affinity (normalized) is 0.0847. (3) The peptide sequence is KQMSQPYAV. The MHC is HLA-B57:01 with pseudo-sequence HLA-B57:01. The binding affinity (normalized) is 0.0847. (4) The peptide sequence is RVFDKADGK. The MHC is HLA-B40:01 with pseudo-sequence HLA-B40:01. The binding affinity (normalized) is 0.0847. (5) The peptide sequence is DSFAKQPQW. The MHC is HLA-A03:01 with pseudo-sequence HLA-A03:01. The binding affinity (normalized) is 0.0847. (6) The peptide sequence is GGLGRIDKL. The MHC is H-2-Dd with pseudo-sequence H-2-Dd. The binding affinity (normalized) is 0.0278.